Dataset: Forward reaction prediction with 1.9M reactions from USPTO patents (1976-2016). Task: Predict the product of the given reaction. (1) The product is: [F:16][C:13]1[CH:12]=[CH:11][C:10]([S:7]([CH2:6][CH2:5][C@H:2]2[CH2:3][O:4][C:18]([NH2:17])=[N:1]2)(=[O:9])=[O:8])=[CH:15][CH:14]=1. Given the reactants [NH2:1][C@@H:2]([CH2:5][CH2:6][S:7]([C:10]1[CH:15]=[CH:14][C:13]([F:16])=[CH:12][CH:11]=1)(=[O:9])=[O:8])[CH2:3][OH:4].[N:17]#[C:18]Br, predict the reaction product. (2) Given the reactants C([O:4][C@@H:5]1[C@@H:13]([C@@:14]2([CH3:28])[CH2:19][CH2:18][C@H:17](OC(=O)C)[CH2:16][C@@H:15]2[CH2:24]CC#N)[CH2:12][CH2:11][C@@:10]2([CH3:29])[C@H:6]1[CH2:7][CH2:8][C:9]2=[CH2:30])(=O)C.[OH-:31].[K+].[OH2:33].[CH3:34][CH2:35][OH:36], predict the reaction product. The product is: [OH:31][C@@H:17]1[CH2:16][C@@H:15]([CH2:24][CH2:34][C:35]([OH:36])=[O:33])[C@:14]([C@H:13]2[CH2:12][CH2:11][C@@:10]3([CH3:29])[C@@H:6]([CH2:7][CH2:8][C:9]3=[CH2:30])[C@@H:5]2[OH:4])([CH3:28])[CH2:19][CH2:18]1. (3) Given the reactants O/[CH:2]=[C:3](\[CH2:8][C:9]1[CH:10]=[N:11][CH:12]=[N:13][CH:14]=1)/[C:4](OC)=O.[C:15](=[NH:37])([O:17][CH2:18][CH2:19][C:20]1[CH:25]=[CH:24][C:23]([O:26][C:27]2[CH:32]=[CH:31][CH:30]=[C:29]([C:33]([F:36])([F:35])[F:34])[CH:28]=2)=[CH:22][CH:21]=1)[NH2:16].[C:38]([O-])([O-])=O.[K+].[K+], predict the reaction product. The product is: [CH2:38]=[C:4]1[C:3]([CH2:8][C:9]2[CH:10]=[N:11][CH:12]=[N:13][CH:14]=2)=[CH:2][NH:16][C:15]([O:17][CH2:18][CH2:19][C:20]2[CH:25]=[CH:24][C:23]([O:26][C:27]3[CH:32]=[CH:31][CH:30]=[C:29]([C:33]([F:36])([F:35])[F:34])[CH:28]=3)=[CH:22][CH:21]=2)=[N:37]1. (4) Given the reactants Br[CH2:2][CH2:3][CH2:4][CH2:5][CH2:6][C:7]1[C:13]2[CH:14]=[CH:15][C:16]([OH:18])=[CH:17][C:12]=2[CH2:11][CH2:10][CH2:9][C:8]=1[C:19]1[CH:24]=[CH:23][CH:22]=[C:21]([OH:25])[CH:20]=1.[CH3:26][NH:27][CH2:28][CH2:29][CH2:30][CH2:31][CH2:32][S:33]([CH2:36][CH2:37][CH2:38][C:39]([F:45])([F:44])[C:40]([F:43])([F:42])[F:41])(=[O:35])=[O:34], predict the reaction product. The product is: [OH:25][C:21]1[CH:20]=[C:19]([C:8]2[CH2:9][CH2:10][CH2:11][C:12]3[CH:17]=[C:16]([OH:18])[CH:15]=[CH:14][C:13]=3[C:7]=2[CH2:6][CH2:5][CH2:4][CH2:3][CH2:2][N:27]([CH3:26])[CH2:28][CH2:29][CH2:30][CH2:31][CH2:32][S:33]([CH2:36][CH2:37][CH2:38][C:39]([F:45])([F:44])[C:40]([F:41])([F:42])[F:43])(=[O:34])=[O:35])[CH:24]=[CH:23][CH:22]=1. (5) Given the reactants ONC(=N)C1C2C(C=CC=1)=NN(CCC(OCC)=O)C=2.[OH:21][NH:22][C:23](=[NH:40])[C:24]1[CH:32]=[CH:31][CH:30]=[C:29]2[C:25]=1[CH:26]=[N:27][N:28]2[CH2:33][CH2:34][C:35]([O:37][CH2:38][CH3:39])=[O:36].[Cl:41][C:42]1[CH:43]=[C:44]([CH:48]=[CH:49][C:50]=1[O:51][CH:52]([CH3:54])[CH3:53])[C:45](O)=O.C(Cl)CCl.C1C=CC2N(O)N=NC=2C=1, predict the reaction product. The product is: [Cl:41][C:42]1[CH:43]=[C:44]([C:45]2[O:21][N:22]=[C:23]([C:24]3[CH:32]=[CH:31][CH:30]=[C:29]4[C:25]=3[CH:26]=[N:27][N:28]4[CH2:33][CH2:34][C:35]([O:37][CH2:38][CH3:39])=[O:36])[N:40]=2)[CH:48]=[CH:49][C:50]=1[O:51][CH:52]([CH3:53])[CH3:54]. (6) Given the reactants [N:1]1([NH2:7])[CH2:6][CH2:5][CH2:4][CH2:3][CH2:2]1.[C:8]([C:11]1[N:12]=[C:13]([CH:16]2[CH2:21][CH2:20][N:19]([C:22](=[O:34])[CH2:23][N:24]3[C:28]([CH3:29])=[CH:27][C:26]([C:30]([F:33])([F:32])[F:31])=[N:25]3)[CH2:18][CH2:17]2)[S:14][CH:15]=1)(=O)[CH3:9], predict the reaction product. The product is: [CH3:29][C:28]1[N:24]([CH2:23][C:22]([N:19]2[CH2:20][CH2:21][CH:16]([C:13]3[S:14][CH:15]=[C:11]([C:8](=[N:7][N:1]4[CH2:6][CH2:5][CH2:4][CH2:3][CH2:2]4)[CH3:9])[N:12]=3)[CH2:17][CH2:18]2)=[O:34])[N:25]=[C:26]([C:30]([F:33])([F:32])[F:31])[CH:27]=1.